This data is from Reaction yield outcomes from USPTO patents with 853,638 reactions. The task is: Predict the reaction yield, written as a fraction of the theoretical maximum amount of product (1.0 means a 100% yield; for example, 0.34 means a 34% yield). The reactants are [C:1]([O:9][CH2:10][C:11]1[C:12]([C:24]2[CH:29]=[C:28]([F:30])[CH:27]=[CH:26][C:25]=2[O:31][CH3:32])=[CH:13][CH:14]=[C:15]2[C:20]=1[NH:19][C:18](=[O:21])[C:17]([CH3:23])([CH3:22])[NH:16]2)(=[O:8])[C:2]1[CH:7]=[CH:6][CH:5]=[CH:4][CH:3]=1.CI.[C:35](=O)([O-])[O-]. The catalyst is CN(C)C=O.C(OCC)(=O)C. The product is [C:1]([O:9][CH2:10][C:11]1[C:12]([C:24]2[CH:29]=[C:28]([F:30])[CH:27]=[CH:26][C:25]=2[O:31][CH3:32])=[CH:13][CH:14]=[C:15]2[C:20]=1[N:19]([CH3:35])[C:18](=[O:21])[C:17]([CH3:23])([CH3:22])[NH:16]2)(=[O:8])[C:2]1[CH:7]=[CH:6][CH:5]=[CH:4][CH:3]=1. The yield is 0.790.